This data is from Forward reaction prediction with 1.9M reactions from USPTO patents (1976-2016). The task is: Predict the product of the given reaction. (1) Given the reactants [Cl:1][C:2]1[C:3]2[NH:10][CH:9]=[CH:8][C:4]=2[N:5]=[CH:6][N:7]=1.C(=O)([O-])[O-].[Cs+].[Cs+].[C:17]([O:25][CH2:26][CH2:27]I)(=[O:24])[C:18]1[CH:23]=[CH:22][CH:21]=[CH:20][CH:19]=1.C(=O)([O-])O.[Na+], predict the reaction product. The product is: [C:17]([O:25][CH2:26][CH2:27][N:10]1[C:3]2[C:2]([Cl:1])=[N:7][CH:6]=[N:5][C:4]=2[CH:8]=[CH:9]1)(=[O:24])[C:18]1[CH:23]=[CH:22][CH:21]=[CH:20][CH:19]=1. (2) Given the reactants [C:1]([O:5][C:6]([N:8]1[CH2:12][CH2:11][C:10]([CH3:14])([CH3:13])[C:9]1=O)=[O:7])([CH3:4])([CH3:3])[CH3:2].C([BH-](CC)CC)C.[Li+].OO, predict the reaction product. The product is: [CH3:13][C:10]1([CH3:14])[CH2:11][CH2:12][N:8]([C:6]([O:5][C:1]([CH3:4])([CH3:3])[CH3:2])=[O:7])[CH2:9]1. (3) The product is: [C:13]([O:12][C@H:10]1[CH2:9][CH2:8][C@@:7]([C@H:17]2[CH2:25][CH2:24][C@@:23]3([CH3:26])[C@@H:19]([CH2:20][CH2:21][C:22]3=[CH2:27])[C@@H:18]2[C:28]([OH:30])=[O:29])([CH3:16])[C@H:6]([CH2:5][O:4][C:1](=[O:3])[CH3:2])[CH2:11]1)(=[O:15])[CH3:14]. Given the reactants [C:1]([O:4][CH2:5][C@H:6]1[CH2:11][C@@H:10]([O:12][C:13](=[O:15])[CH3:14])[CH2:9][CH2:8][C@@:7]1([C@H:17]1[CH2:25][CH2:24][C@@:23]2([CH3:26])[C@@H:19]([CH2:20][CH2:21][C:22]2=[CH2:27])[C@@H:18]1[CH:28]=[O:29])[CH3:16])(=[O:3])[CH3:2].[O-:30]Cl=O.[Na+].CC(=CC)C, predict the reaction product. (4) Given the reactants [C:1]1([C@@H:7]([NH:9][C@H:10]2[CH2:15][CH2:14][O:13][CH2:12][C@H:11]2[C:16]([O:18][CH2:19][CH3:20])=[O:17])[CH3:8])[CH:6]=[CH:5][CH:4]=[CH:3][CH:2]=1.CC([O-])(C)C.[K+].OS(O)(=O)=O.[OH-].[Na+], predict the reaction product. The product is: [C:1]1([C@@H:7]([NH:9][C@H:10]2[CH2:15][CH2:14][O:13][CH2:12][C@@H:11]2[C:16]([O:18][CH2:19][CH3:20])=[O:17])[CH3:8])[CH:6]=[CH:5][CH:4]=[CH:3][CH:2]=1.